Dataset: Catalyst prediction with 721,799 reactions and 888 catalyst types from USPTO. Task: Predict which catalyst facilitates the given reaction. (1) The catalyst class is: 141. Reactant: [CH3:1][C:2]1[S:3][C:4]2[C:10](=O)[CH:9]([CH:12]=O)[CH2:8][CH2:7][C:5]=2[N:6]=1.[N+]([O-])(O)=O.[N+:18]([C:21]1[CH:22]=[C:23]([NH:27][C:28]([NH2:30])=[NH:29])[CH:24]=[CH:25][CH:26]=1)([O-:20])=[O:19].[OH-].[Na+]. Product: [CH3:1][C:2]1[S:3][C:4]2[C:10]3[N:30]=[C:28]([NH:27][C:23]4[CH:24]=[CH:25][CH:26]=[C:21]([N+:18]([O-:20])=[O:19])[CH:22]=4)[N:29]=[CH:12][C:9]=3[CH2:8][CH2:7][C:5]=2[N:6]=1. (2) Reactant: [Br:1][C:2]1[CH:3]=[C:4]([F:21])[C:5]([CH:8](C(OCC)=O)[C:9]([O:11][C:12](C)(C)[CH3:13])=[O:10])=[N:6][CH:7]=1.C(O)(C(F)(F)F)=O. Product: [Br:1][C:2]1[CH:3]=[C:4]([F:21])[C:5]([CH2:8][C:9]([O:11][CH2:12][CH3:13])=[O:10])=[N:6][CH:7]=1. The catalyst class is: 2. (3) Reactant: C(=O)([O-])[O-].[K+].[K+].[C:7]1([OH:13])[CH:12]=[CH:11][CH:10]=[CH:9][CH:8]=1.[Br:14][CH2:15][CH2:16][CH2:17][CH2:18][CH2:19]Br.[I-].[K+]. Product: [Br:14][CH2:15][CH2:16][CH2:17][CH2:18][CH2:19][O:13][C:7]1[CH:12]=[CH:11][CH:10]=[CH:9][CH:8]=1. The catalyst class is: 60. (4) Reactant: CC(C)([O-])C.[K+].[N+:7]([CH3:10])([O-:9])=[O:8].[C:11]([O:15][C:16](=[O:44])[NH:17][C:18]1([C:22]2[CH:27]=[CH:26][C:25]([C:28]3[C:33]([C:34]4[CH:39]=[CH:38][CH:37]=[CH:36][CH:35]=4)=[CH:32][C:31]([N+:40]([O-:42])=[O:41])=[C:30](Cl)[N:29]=3)=[CH:24][CH:23]=2)[CH2:21][CH2:20][CH2:19]1)([CH3:14])([CH3:13])[CH3:12].[NH4+].[Cl-]. Product: [C:11]([O:15][C:16](=[O:44])[NH:17][C:18]1([C:22]2[CH:27]=[CH:26][C:25]([C:28]3[C:33]([C:34]4[CH:39]=[CH:38][CH:37]=[CH:36][CH:35]=4)=[CH:32][C:10]([N+:7]([O-:9])=[O:8])=[C:30]([CH2:31][N+:40]([O-:42])=[O:41])[N:29]=3)=[CH:24][CH:23]=2)[CH2:19][CH2:20][CH2:21]1)([CH3:14])([CH3:12])[CH3:13]. The catalyst class is: 16. (5) Reactant: Cl.[CH:2]([NH2:4])=[NH:3].C[O-].[Na+].CO.[C:10]([C:12]1[CH:17]=[CH:16][CH:15]=[CH:14][C:13]=1[C:18]1[CH:23]=[CH:22][C:21]([CH2:24][CH:25]([C:30](=O)[CH2:31][CH2:32][CH3:33])[C:26](OC)=[O:27])=[CH:20][CH:19]=1)#[N:11]. Product: [O:27]=[C:26]1[NH:4][CH:2]=[N:3][C:30]([CH2:31][CH2:32][CH3:33])=[C:25]1[CH2:24][C:21]1[CH:20]=[CH:19][C:18]([C:13]2[C:12]([C:10]#[N:11])=[CH:17][CH:16]=[CH:15][CH:14]=2)=[CH:23][CH:22]=1. The catalyst class is: 71.